From a dataset of Reaction yield outcomes from USPTO patents with 853,638 reactions. Predict the reaction yield, written as a fraction of the theoretical maximum amount of product (1.0 means a 100% yield; for example, 0.34 means a 34% yield). (1) The reactants are [F:1][C:2]1[CH:7]=[CH:6][C:5]([CH:8]([OH:38])[CH2:9][N:10]2[C:15](=[O:16])[C:14]([CH2:17][C:18]3[CH:23]=[CH:22][C:21]([C:24]4[C:25]([C:30]#[N:31])=[CH:26][CH:27]=[CH:28][CH:29]=4)=[CH:20][CH:19]=3)=[C:13]([CH2:32][CH2:33][CH3:34])[N:12]3[N:35]=[CH:36][N:37]=[C:11]23)=[CH:4][CH:3]=1.N1C(C)=CC=CC=1C.O1CCCC1.FC(F)(F)S(O[Si:58]([C:61]([CH3:64])([CH3:63])[CH3:62])([CH3:60])[CH3:59])(=O)=O. The catalyst is C(OCC)(=O)C. The product is [Si:58]([O:38][CH:8]([C:5]1[CH:6]=[CH:7][C:2]([F:1])=[CH:3][CH:4]=1)[CH2:9][N:10]1[C:15](=[O:16])[C:14]([CH2:17][C:18]2[CH:23]=[CH:22][C:21]([C:24]3[C:25]([C:30]#[N:31])=[CH:26][CH:27]=[CH:28][CH:29]=3)=[CH:20][CH:19]=2)=[C:13]([CH2:32][CH2:33][CH3:34])[N:12]2[N:35]=[CH:36][N:37]=[C:11]12)([C:61]([CH3:64])([CH3:63])[CH3:62])([CH3:60])[CH3:59]. The yield is 0.580. (2) The reactants are [I:1][C:2]1[CH:7]=[CH:6][C:5]([OH:8])=[CH:4][CH:3]=1.[H-].[Na+].[CH3:11][O:12][C:13]([C:15]1[O:16][C:17]([CH2:20]Cl)=[CH:18][CH:19]=1)=[O:14]. The catalyst is CN(C)C=O. The product is [CH3:11][O:12][C:13]([C:15]1[O:16][C:17]([CH2:20][O:8][C:5]2[CH:6]=[CH:7][C:2]([I:1])=[CH:3][CH:4]=2)=[CH:18][CH:19]=1)=[O:14]. The yield is 0.280.